The task is: Predict the reactants needed to synthesize the given product.. This data is from Full USPTO retrosynthesis dataset with 1.9M reactions from patents (1976-2016). (1) Given the product [Cl:1][C:2]1[C:23]([Cl:24])=[CH:22][CH:21]=[CH:20][C:3]=1[C:4]([N:6]1[CH2:11][C@@H:10]2[CH2:12][C@H:7]1[CH2:8][NH:9]2)=[O:5], predict the reactants needed to synthesize it. The reactants are: [Cl:1][C:2]1[C:23]([Cl:24])=[CH:22][CH:21]=[CH:20][C:3]=1[C:4]([N:6]1[CH2:11][C@@H:10]2[CH2:12][C@H:7]1[CH2:8][N:9]2C(OC(C)(C)C)=O)=[O:5].CO.Cl. (2) Given the product [I:17][C:14]1[CH:13]=[C:3]2[C:2](=[CH:16][CH:15]=1)[NH:19][N:18]=[C:4]2[CH:6]1[CH2:11][CH2:10][N:9]([CH3:12])[CH2:8][CH2:7]1, predict the reactants needed to synthesize it. The reactants are: F[C:2]1[CH:16]=[CH:15][C:14]([I:17])=[CH:13][C:3]=1[C:4]([CH:6]1[CH2:11][CH2:10][N:9]([CH3:12])[CH2:8][CH2:7]1)=O.[NH2:18][NH2:19]. (3) Given the product [CH3:1][O:2][C:3]1[CH:4]=[C:5]([CH:9]2[CH2:13][O:12][CH2:11][C:10]2=[O:14])[CH:6]=[CH:7][CH:8]=1, predict the reactants needed to synthesize it. The reactants are: [CH3:1][O:2][C:3]1[CH:4]=[C:5]([CH:9]2[CH2:13][O:12][CH2:11][CH:10]2[OH:14])[CH:6]=[CH:7][CH:8]=1.[Cr](Cl)(O)(=O)=O.N1C=CC=CC=1.ClCCl. (4) Given the product [CH:7]([N:10]1[N:19]=[C:18]([NH:20][C:21]2[CH:25]=[C:24]([CH3:26])[NH:23][N:22]=2)[C:17]2[C:12](=[CH:13][C:14]([S:3]([CH3:31])(=[O:5])=[O:2])=[CH:15][CH:16]=2)[C:11]1=[O:29])([CH3:9])[CH3:8], predict the reactants needed to synthesize it. The reactants are: O[O:2][S:3]([O-:5])=O.[K+].[CH:7]([N:10]1[N:19]=[C:18]([NH:20][C:21]2[CH:25]=[C:24]([CH3:26])[NH:23][N:22]=2)[C:17]2[C:12](=[CH:13][C:14](SC)=[CH:15][CH:16]=2)[C:11]1=[O:29])([CH3:9])[CH3:8].O1CCOC[CH2:31]1.O.